Dataset: NCI-60 drug combinations with 297,098 pairs across 59 cell lines. Task: Regression. Given two drug SMILES strings and cell line genomic features, predict the synergy score measuring deviation from expected non-interaction effect. Drug 1: C1CCC(CC1)NC(=O)N(CCCl)N=O. Drug 2: CC1=C(C=C(C=C1)C(=O)NC2=CC(=CC(=C2)C(F)(F)F)N3C=C(N=C3)C)NC4=NC=CC(=N4)C5=CN=CC=C5. Cell line: OVCAR-5. Synergy scores: CSS=12.6, Synergy_ZIP=-2.15, Synergy_Bliss=1.20, Synergy_Loewe=-2.26, Synergy_HSA=-0.318.